Dataset: Reaction yield outcomes from USPTO patents with 853,638 reactions. Task: Predict the reaction yield, written as a fraction of the theoretical maximum amount of product (1.0 means a 100% yield; for example, 0.34 means a 34% yield). (1) The reactants are [C:1]([C:4]1[C:9]([C:10]2[CH:15]=[CH:14][CH:13]=[CH:12][CH:11]=2)=[N:8][N:7]([CH2:16][CH3:17])[C:6](=[O:18])[C:5]=1[N+:19]([O-])=O)(=[O:3])[CH3:2].N[C:23]1[CH:24]=[C:25]([O:33][CH3:34])[CH:26]=[C:27]2[C:32]=1[N:31]=[CH:30][CH:29]=[CH:28]2. The catalyst is C(O)C. The product is [C:1]([C:4]1[C:9]([C:10]2[CH:15]=[CH:14][CH:13]=[CH:12][CH:11]=2)=[N:8][N:7]([CH2:16][CH3:17])[C:6](=[O:18])[C:5]=1[NH:19][C:23]1[CH:24]=[C:25]([O:33][CH3:34])[CH:26]=[C:27]2[C:32]=1[N:31]=[CH:30][CH:29]=[CH:28]2)(=[O:3])[CH3:2]. The yield is 0.765. (2) The yield is 1.00. The reactants are [O:1]1[C:7]2[CH:8]=[C:9]([C:12]([O:14][CH3:15])=[O:13])[CH:10]=[CH:11][C:6]=2[CH2:5][NH:4][CH2:3][CH2:2]1.[C:16]([O:20][C:21]([N:23]1[CH2:28][CH2:27][C:26]2([C:36]3[C:31](=[CH:32][CH:33]=[CH:34][CH:35]=3)[CH:30]([C:37](O)=[O:38])[O:29]2)[CH2:25][CH2:24]1)=[O:22])([CH3:19])([CH3:18])[CH3:17].C(Cl)(Cl)Cl.CCN(C(C)C)C(C)C. The product is [CH3:15][O:14][C:12]([C:9]1[CH:10]=[CH:11][C:6]2[CH2:5][N:4]([C:37]([CH:30]3[C:31]4[C:36](=[CH:35][CH:34]=[CH:33][CH:32]=4)[C:26]4([CH2:25][CH2:24][N:23]([C:21]([O:20][C:16]([CH3:19])([CH3:17])[CH3:18])=[O:22])[CH2:28][CH2:27]4)[O:29]3)=[O:38])[CH2:3][CH2:2][O:1][C:7]=2[CH:8]=1)=[O:13]. The catalyst is C(Cl)Cl. (3) The reactants are [CH3:1][O:2][C:3]1[CH:4]=[C:5]2[C:10](=[CH:11][C:12]=1[O:13][CH3:14])[N:9]=[CH:8][CH:7]=[C:6]2[O:15][C:16]1[C:22]([CH3:23])=[CH:21][C:19]([NH2:20])=[C:18]([CH3:24])[CH:17]=1.C1(C)C=CC=CC=1.C(N(CC)CC)C.Cl[C:40](Cl)([O:42]C(=O)OC(Cl)(Cl)Cl)Cl.[Br:51][C:52]1[CH:60]=[CH:59][CH:58]=[CH:57][C:53]=1[CH:54]([OH:56])[CH3:55]. The catalyst is C(Cl)Cl. The product is [CH3:1][O:2][C:3]1[CH:4]=[C:5]2[C:10](=[CH:11][C:12]=1[O:13][CH3:14])[N:9]=[CH:8][CH:7]=[C:6]2[O:15][C:16]1[C:22]([CH3:23])=[CH:21][C:19]([NH:20][C:40](=[O:42])[O:56][CH:54]([C:53]2[CH:57]=[CH:58][CH:59]=[CH:60][C:52]=2[Br:51])[CH3:55])=[C:18]([CH3:24])[CH:17]=1. The yield is 0.450.